From a dataset of Forward reaction prediction with 1.9M reactions from USPTO patents (1976-2016). Predict the product of the given reaction. (1) Given the reactants [OH:1][CH2:2][CH2:3][NH:4][C:5](=[O:7])[CH3:6].[H-].[Na+].Cl[C:11]1[C:20]2[C:15](=[CH:16][CH:17]=[CH:18][C:19]=2[Cl:21])[CH:14]=[C:13]([C@@H:22]([NH:24][C:25]2[N:33]=[CH:32][N:31]=[C:30]3[C:26]=2[N:27]=[CH:28][N:29]3C(OC(C)(C)C)=O)[CH3:23])[N:12]=1.O, predict the reaction product. The product is: [N:33]1[C:25]([NH:24][C@H:22]([C:13]2[N:12]=[C:11]([O:1][CH2:2][CH2:3][NH:4][C:5](=[O:7])[CH3:6])[C:20]3[C:15]([CH:14]=2)=[CH:16][CH:17]=[CH:18][C:19]=3[Cl:21])[CH3:23])=[C:26]2[C:30]([NH:29][CH:28]=[N:27]2)=[N:31][CH:32]=1. (2) Given the reactants [NH2:1][C:2]1[CH:3]=[CH:4][C:5]([F:26])=[C:6]([C@:8]2([CH:23]([F:25])[F:24])[C@@H:14]3[C@@H:12]([CH2:13]3)[O:11][C:10]([NH:15]C(=O)OC(C)(C)C)=[N:9]2)[CH:7]=1.[Cl:27][C:28]1[CH:29]=[CH:30][C:31]([CH:34]=O)=[N:32][CH:33]=1.CC(O)=O.C(O[BH-](OC(=O)C)OC(=O)C)(=O)C.[Na+].FC(F)(F)C(O)=O.[OH-].[Na+], predict the reaction product. The product is: [Cl:27][C:28]1[CH:29]=[CH:30][C:31]([CH2:34][NH:1][C:2]2[CH:3]=[CH:4][C:5]([F:26])=[C:6]([C@:8]3([CH:23]([F:24])[F:25])[C@@H:14]4[C@@H:12]([CH2:13]4)[O:11][C:10]([NH2:15])=[N:9]3)[CH:7]=2)=[N:32][CH:33]=1.